This data is from Catalyst prediction with 721,799 reactions and 888 catalyst types from USPTO. The task is: Predict which catalyst facilitates the given reaction. (1) Reactant: [CH3:1][S:2]([C:5]1[CH:10]=[CH:9][C:8]([N:11]2[C:16](=[O:17])[CH:15]=[CH:14][C:13]([C:18]3[CH:28]=[CH:27][C:21]4[CH2:22][CH2:23][NH:24][CH2:25][CH2:26][C:20]=4[CH:19]=3)=[N:12]2)=[CH:7][CH:6]=1)(=[O:4])=[O:3].C(O)(=O)C.[C:33]1(=O)[CH2:36][CH2:35][CH2:34]1.C(O[BH-](OC(=O)C)OC(=O)C)(=O)C.[Na+]. Product: [CH:33]1([N:24]2[CH2:25][CH2:26][C:20]3[CH:19]=[C:18]([C:13]4[CH:14]=[CH:15][C:16](=[O:17])[N:11]([C:8]5[CH:7]=[CH:6][C:5]([S:2]([CH3:1])(=[O:4])=[O:3])=[CH:10][CH:9]=5)[N:12]=4)[CH:28]=[CH:27][C:21]=3[CH2:22][CH2:23]2)[CH2:36][CH2:35][CH2:34]1. The catalyst class is: 124. (2) Reactant: [Cl:1][C:2]1[CH:3]=[C:4]([CH:23]=[CH:24][C:25]=1[Cl:26])[CH2:5][NH:6][C:7]([NH:9][C:10]1[CH:18]=[CH:17][CH:16]=[C:15]2[C:11]=1[CH:12]=[N:13][N:14]2C(OC)=O)=[O:8].[OH-].[K+].C(Cl)Cl.O. Product: [Cl:1][C:2]1[CH:3]=[C:4]([CH:23]=[CH:24][C:25]=1[Cl:26])[CH2:5][NH:6][C:7]([NH:9][C:10]1[CH:18]=[CH:17][CH:16]=[C:15]2[C:11]=1[CH:12]=[N:13][NH:14]2)=[O:8]. The catalyst class is: 5. (3) Reactant: [CH:1]12[CH2:7][CH:4]([CH2:5][CH2:6]1)[CH2:3][C@@H:2]2[NH:8][C:9]1[S:10][C:11]([CH3:22])([CH2:15][CH:16]2CCNCC2)[C:12](=[O:14])[N:13]=1.[C:23]([NH:30][CH2:31][CH2:32][O:33][C:34]1[CH:42]=[CH:41][C:37](C(O)=O)=[CH:36][CH:35]=1)([O:25][C:26]([CH3:29])([CH3:28])[CH3:27])=[O:24].CCN=C=NCCCN(C)C.C1C=CC2N([OH:63])N=NC=2C=1.[CH2:64]([N:66]([CH2:69][CH3:70])[CH2:67][CH3:68])C. Product: [CH:1]12[CH2:7][CH:4]([CH2:5][CH2:6]1)[CH2:3][C@@H:2]2[NH:8][C:9]1[S:10][C:11]([CH2:15][CH:16]2[CH2:70][CH2:69][N:66]([C:64]([C:41]3[CH:42]=[C:34]([CH:35]=[CH:36][CH:37]=3)[O:33][CH2:32][CH2:31][NH:30][C:23](=[O:24])[O:25][C:26]([CH3:27])([CH3:28])[CH3:29])=[O:63])[CH2:67][CH2:68]2)([CH3:22])[C:12](=[O:14])[N:13]=1. The catalyst class is: 2. (4) Reactant: [Cl:1][C:2]1[C:6]([N:7]([CH2:17][CH3:18])[C:8](=[O:16])[CH2:9][CH2:10][NH:11][CH2:12][CH:13]([F:15])[F:14])=[CH:5][N:4]([C:19]2[CH:20]=[N:21][CH:22]=[CH:23][CH:24]=2)[N:3]=1.[F:25][C:26]1([F:32])[CH2:28][CH:27]1[C:29](O)=[O:30]. Product: [Cl:1][C:2]1[C:6]([N:7]([CH2:17][CH3:18])[C:8](=[O:16])[CH2:9][CH2:10][N:11]([CH2:12][CH:13]([F:15])[F:14])[C:29]([CH:27]2[CH2:28][C:26]2([F:32])[F:25])=[O:30])=[CH:5][N:4]([C:19]2[CH:20]=[N:21][CH:22]=[CH:23][CH:24]=2)[N:3]=1. The catalyst class is: 64. (5) Reactant: [Cl:1][C:2]1[CH:16]=[CH:15][C:5]([CH2:6][O:7][C:8]2[CH:13]=[CH:12][NH:11][C:10](=[O:14])[CH:9]=2)=[CH:4][CH:3]=1.Br[C:18]1[CH:19]=[CH:20][C:21]2[N:25]=[C:24]([C:26](=[O:29])[CH2:27][CH3:28])[N:23]([CH3:30])[C:22]=2[CH:31]=1.CNCCNC.C(=O)([O-])[O-].[K+].[K+]. Product: [Cl:1][C:2]1[CH:16]=[CH:15][C:5]([CH2:6][O:7][C:8]2[CH:13]=[CH:12][N:11]([C:18]3[CH:19]=[CH:20][C:21]4[N:25]=[C:24]([C:26](=[O:29])[CH2:27][CH3:28])[N:23]([CH3:30])[C:22]=4[CH:31]=3)[C:10](=[O:14])[CH:9]=2)=[CH:4][CH:3]=1. The catalyst class is: 156. (6) Reactant: [C:1]1([CH:7]([CH:12]2[CH2:17][CH2:16][NH:15][CH2:14][CH2:13]2)[C:8]([O:10][CH3:11])=[O:9])[CH:6]=[CH:5][CH:4]=[CH:3][CH:2]=1.C([N:20]([CH2:23][CH3:24])[CH2:21]C)C.C(Cl)(=O)C1C=CC=CC=1.C[C:35]#[N:36]. Product: [C:1]1([CH:7]([CH:12]2[CH2:17][CH2:16][N:15]([C:21]3[N:20]=[CH:23][CH:24]=[CH:35][N:36]=3)[CH2:14][CH2:13]2)[C:8]([O:10][CH3:11])=[O:9])[CH:2]=[CH:3][CH:4]=[CH:5][CH:6]=1. The catalyst class is: 13. (7) Reactant: C[O:2][C:3]1[CH:8]=[CH:7][C:6]([S:9]([N:12]([C:31]2[CH:36]=[CH:35][CH:34]=[CH:33][CH:32]=2)[CH:13]2[CH2:18][CH2:17][N:16]([C@@H:19]3[CH2:24][CH2:23][CH2:22][CH2:21][C@@H:20]3[C:25]3[CH:30]=[CH:29][CH:28]=[CH:27][CH:26]=3)[CH2:15][CH2:14]2)(=[O:11])=[O:10])=[CH:5][CH:4]=1.B(Br)(Br)Br. Product: [OH:2][C:3]1[CH:8]=[CH:7][C:6]([S:9]([N:12]([C:31]2[CH:32]=[CH:33][CH:34]=[CH:35][CH:36]=2)[CH:13]2[CH2:14][CH2:15][N:16]([C@@H:19]3[CH2:24][CH2:23][CH2:22][CH2:21][C@@H:20]3[C:25]3[CH:26]=[CH:27][CH:28]=[CH:29][CH:30]=3)[CH2:17][CH2:18]2)(=[O:11])=[O:10])=[CH:5][CH:4]=1. The catalyst class is: 4. (8) Reactant: [CH3:1][O:2][C:3]1[CH:8]=[CH:7][C:6]([C:9]2[CH2:18][CH2:17][C:16]3[CH:15]=[C:14]([C:19]([O:21][CH3:22])=[O:20])[CH:13]=[CH:12][C:11]=3[CH:10]=2)=[CH:5][CH:4]=1. Product: [CH3:1][O:2][C:3]1[CH:4]=[CH:5][C:6]([CH:9]2[CH2:18][CH2:17][C:16]3[CH:15]=[C:14]([C:19]([O:21][CH3:22])=[O:20])[CH:13]=[CH:12][C:11]=3[CH2:10]2)=[CH:7][CH:8]=1. The catalyst class is: 791. (9) Reactant: [F:1][C:2]([F:29])([F:28])[C:3]1[CH:27]=[CH:26][C:6]([CH2:7][N:8]2[C:24](=[O:25])[N:11]3[CH:12]=[CH:13][C:14]([C:17]4[CH:22]=[CH:21][C:20]([CH3:23])=[CH:19][CH:18]=4)=[C:15](Cl)[C:10]3=[N:9]2)=[CH:5][CH:4]=1.C1COCC1.[CH3:35][C:36]1[CH:41]=[CH:40][C:39](B(O)O)=[CH:38][CH:37]=1.C([O-])([O-])=O.[K+].[K+]. Product: [F:1][C:2]([F:29])([F:28])[C:3]1[CH:27]=[CH:26][C:6]([CH2:7][N:8]2[C:24](=[O:25])[N:11]3[CH:12]=[CH:13][C:14]([C:17]4[CH:22]=[CH:21][C:20]([CH3:23])=[CH:19][CH:18]=4)=[C:15]([C:39]4[CH:40]=[CH:41][C:36]([CH3:35])=[CH:37][CH:38]=4)[C:10]3=[N:9]2)=[CH:5][CH:4]=1. The catalyst class is: 5. (10) Reactant: CS([C:5]1[N:10]=[C:9]([C:11]([NH2:13])=[O:12])[CH:8]=[C:7]([C:14]2[CH:19]=[CH:18][CH:17]=[CH:16][CH:15]=2)[N:6]=1)(=O)=O.CCN(C(C)C)C(C)C.[CH3:29][NH:30][CH2:31][CH2:32][C:33]1[CH:38]=[CH:37][CH:36]=[CH:35][CH:34]=1. Product: [CH3:29][N:30]([CH2:31][CH2:32][C:33]1[CH:38]=[CH:37][CH:36]=[CH:35][CH:34]=1)[C:5]1[N:10]=[C:9]([C:11]([NH2:13])=[O:12])[CH:8]=[C:7]([C:14]2[CH:19]=[CH:18][CH:17]=[CH:16][CH:15]=2)[N:6]=1. The catalyst class is: 12.